Dataset: Forward reaction prediction with 1.9M reactions from USPTO patents (1976-2016). Task: Predict the product of the given reaction. (1) The product is: [CH3:31][O:32][CH:33]([O:36][CH3:37])[CH2:34][NH:35][C:15](=[O:16])[NH:1][CH:2]1[CH2:3][CH2:4][N:5]([C:8]([O:10][C:11]([CH3:14])([CH3:13])[CH3:12])=[O:9])[CH2:6][CH2:7]1. Given the reactants [NH2:1][CH:2]1[CH2:7][CH2:6][N:5]([C:8]([O:10][C:11]([CH3:14])([CH3:13])[CH3:12])=[O:9])[CH2:4][CH2:3]1.[C:15](=O)(O)[O-:16].[Na+].C(Cl)(Cl)=O.C1(C)C=CC=CC=1.[CH3:31][O:32][CH:33]([O:36][CH3:37])[CH2:34][NH2:35], predict the reaction product. (2) The product is: [ClH:1].[S:21]1[CH:22]=[CH:23][N:24]=[C:20]1[C:17]1[CH:18]=[CH:19][C:14]([CH2:13][C:12]2[CH:25]=[CH:26][C:9]([O:8][CH2:7][C@@H:3]3[CH2:4][CH2:5][CH2:6][N:2]3[CH2:34][CH2:33][CH2:28][C:29]([OH:31])=[O:30])=[CH:10][CH:11]=2)=[CH:15][CH:16]=1. Given the reactants [ClH:1].[NH:2]1[CH2:6][CH2:5][CH2:4][C@H:3]1[CH2:7][O:8][C:9]1[CH:26]=[CH:25][C:12]([CH2:13][C:14]2[CH:19]=[CH:18][C:17]([C:20]3[S:21][CH:22]=[CH:23][N:24]=3)=[CH:16][CH:15]=2)=[CH:11][CH:10]=1.Br[CH:28]([CH2:33][CH3:34])[C:29]([O:31]C)=[O:30], predict the reaction product. (3) The product is: [CH3:31][N:32]([CH3:37])[CH2:33][CH2:34][CH2:35][N:19]1[C:18](=[O:23])/[C:17](=[CH:16]/[C:12]2[CH:11]=[C:10]3[C:15](=[CH:14][CH:13]=2)[N:7]([CH2:6][C:5]2[CH:24]=[CH:25][C:2]([F:1])=[CH:3][C:4]=2[C:26]([F:29])([F:27])[F:28])[CH:8]=[CH:9]3)/[S:21][C:20]1=[O:22]. Given the reactants [F:1][C:2]1[CH:25]=[CH:24][C:5]([CH2:6][N:7]2[C:15]3[C:10](=[CH:11][C:12](/[CH:16]=[C:17]4/[C:18](=[O:23])[NH:19][C:20](=[O:22])[S:21]/4)=[CH:13][CH:14]=3)[CH:9]=[CH:8]2)=[C:4]([C:26]([F:29])([F:28])[F:27])[CH:3]=1.Cl.[CH3:31][N:32]([CH3:37])[CH2:33][CH2:34][CH2:35]Cl, predict the reaction product.